Dataset: Reaction yield outcomes from USPTO patents with 853,638 reactions. Task: Predict the reaction yield, written as a fraction of the theoretical maximum amount of product (1.0 means a 100% yield; for example, 0.34 means a 34% yield). (1) The reactants are [I:1][C:2]1[CH:3]=[C:4]2[C:9](=[CH:10][CH:11]=1)[O:8][C@@H:7]([CH2:12][OH:13])[CH2:6][CH2:5]2.[Si:14](Cl)([C:17]([CH3:20])([CH3:19])[CH3:18])([CH3:16])[CH3:15].N1C=CN=C1.O. The catalyst is CN(C=O)C. The product is [I:1][C:2]1[CH:3]=[C:4]2[C:9](=[CH:10][CH:11]=1)[O:8][C@@H:7]([CH2:12][O:13][Si:14]([C:17]([CH3:20])([CH3:19])[CH3:18])([CH3:16])[CH3:15])[CH2:6][CH2:5]2. The yield is 0.790. (2) The reactants are [C:1]([O:5][C:6]([N:8]1[CH2:13][CH:12]2[C:10]([C:14]3[CH:19]=[CH:18][C:17](Br)=[CH:16][CH:15]=3)([CH2:11]2)[CH2:9]1)=[O:7])([CH3:4])([CH3:3])[CH3:2].CC(C)([O-])C.[Na+].Cl.[F:28][CH:29]1[CH2:33][CH2:32][NH:31][CH2:30]1. The catalyst is C1(C)C=CC=CC=1.C1C=CC(/C=C/C(/C=C/C2C=CC=CC=2)=O)=CC=1.C1C=CC(/C=C/C(/C=C/C2C=CC=CC=2)=O)=CC=1.C1C=CC(/C=C/C(/C=C/C2C=CC=CC=2)=O)=CC=1.[Pd].[Pd].C1C=CC(P(C2C(C3C(P(C4C=CC=CC=4)C4C=CC=CC=4)=CC=C4C=3C=CC=C4)=C3C(C=CC=C3)=CC=2)C2C=CC=CC=2)=CC=1. The product is [C:1]([O:5][C:6]([N:8]1[CH2:13][CH:12]2[C:10]([C:14]3[CH:19]=[CH:18][C:17]([N:31]4[CH2:32][CH2:33][CH:29]([F:28])[CH2:30]4)=[CH:16][CH:15]=3)([CH2:11]2)[CH2:9]1)=[O:7])([CH3:4])([CH3:3])[CH3:2]. The yield is 0.220. (3) The catalyst is CO. The reactants are [CH:1]([C:3]1[CH:4]=[C:5]([CH:10]=[CH:11][CH:12]=1)[C:6]([O:8][CH3:9])=[O:7])=O.[NH:13]1[CH2:18][CH2:17][O:16][CH2:15][CH2:14]1.[BH3-]C#N.[Na+]. The product is [O:16]1[CH2:17][CH2:18][N:13]([CH2:1][C:3]2[CH:4]=[C:5]([CH:10]=[CH:11][CH:12]=2)[C:6]([O:8][CH3:9])=[O:7])[CH2:14][CH2:15]1. The yield is 0.909. (4) The catalyst is CO. The product is [NH2:4][C:5]1[CH:6]=[C:7]2[C:11](=[CH:12][CH:13]=1)[C:10]1([C:17](=[O:18])[N:16]([CH2:19][C:20]([N:22]([CH2:28][C:29]3[CH:34]=[CH:33][CH:32]=[CH:31][CH:30]=3)[C@H:23]([CH:25]3[CH2:26][CH2:27]3)[CH3:24])=[O:21])[C:15](=[O:35])[NH:14]1)[CH2:9][CH2:8]2. The yield is 0.620. The reactants are C([NH:4][C:5]1[CH:6]=[C:7]2[C:11](=[CH:12][CH:13]=1)[C:10]1([C:17](=[O:18])[N:16]([CH2:19][C:20]([N:22]([CH2:28][C:29]3[CH:34]=[CH:33][CH:32]=[CH:31][CH:30]=3)[C@H:23]([CH:25]3[CH2:27][CH2:26]3)[CH3:24])=[O:21])[C:15](=[O:35])[NH:14]1)[CH2:9][CH2:8]2)(=O)C.Cl.O. (5) The reactants are [Br:1][C:2]1[N:3]=[C:4]([Cl:10])[C:5]([NH:8][NH2:9])=[N:6][CH:7]=1.[CH:11](OCC)(OCC)OCC. The catalyst is O. The product is [Br:1][C:2]1[N:3]=[C:4]([Cl:10])[C:5]2[N:6]([CH:11]=[N:9][N:8]=2)[CH:7]=1. The yield is 0.870. (6) The reactants are [NH:1]1[C:9]2[C:4](=[CH:5][CH:6]=[CH:7][C:8]=2[C:10]([OH:12])=O)[CH:3]=[CH:2]1.CN(C(ON1N=NC2C=CC=CC1=2)=[N+](C)C)C.[B-](F)(F)(F)F.C(N(CC)C(C)C)(C)C.[C:44]([C:48]1[CH:64]=[CH:63][C:51]([CH2:52][N-:53][CH2:54][CH:55]([OH:62])[C:56]2[CH:61]=[CH:60][CH:59]=[CH:58][CH:57]=2)=[CH:50][CH:49]=1)([CH3:47])([CH3:46])[CH3:45]. The catalyst is CN(C=O)C.O. The product is [C:44]([C:48]1[CH:64]=[CH:63][C:51]([CH2:52][N:53]([CH2:54][CH:55]([OH:62])[C:56]2[CH:57]=[CH:58][CH:59]=[CH:60][CH:61]=2)[C:10]([C:8]2[CH:7]=[CH:6][CH:5]=[C:4]3[C:9]=2[NH:1][CH:2]=[CH:3]3)=[O:12])=[CH:50][CH:49]=1)([CH3:47])([CH3:45])[CH3:46]. The yield is 0.660. (7) The reactants are Br[CH2:2][C:3]1[CH:4]=[CH:5][C:6]2[N:7]([N:9]=[C:10]([C:24]3[CH:29]=[CH:28][C:27]([F:30])=[CH:26][CH:25]=3)[C:11]=2[C:12]2[CH:17]=[CH:16][N:15]=[C:14]([NH:18][CH:19]3[CH2:23][CH2:22][CH2:21][CH2:20]3)[N:13]=2)[CH:8]=1.C([SnH](CCCC)CCCC)CCC.N(C(C)(C)C#N)=NC(C)(C)C#N. The catalyst is C1(C)C=CC=CC=1. The product is [CH:19]1([NH:18][C:14]2[N:13]=[C:12]([C:11]3[C:10]([C:24]4[CH:25]=[CH:26][C:27]([F:30])=[CH:28][CH:29]=4)=[N:9][N:7]4[CH:8]=[C:3]([CH3:2])[CH:4]=[CH:5][C:6]=34)[CH:17]=[CH:16][N:15]=2)[CH2:20][CH2:21][CH2:22][CH2:23]1. The yield is 0.120. (8) The catalyst is C(COC)OC. The reactants are [Cl:1][C:2]1[CH:7]=[C:6]([N:8]=[C:9]=[S:10])[CH:5]=[C:4]([C:11]([F:14])([F:13])[F:12])[C:3]=1[C:15]1[CH:25]=[CH:24][C:18]2[O:19][CH2:20][C:21](=[O:23])[NH:22][C:17]=2[CH:16]=1.[N:26]#[C:27][NH2:28].[Na].[CH3:30]O.CI. The product is [Cl:1][C:2]1[CH:7]=[C:6]([NH:8][CH:9]([S:10][CH3:30])[NH:26][C:27]#[N:28])[CH:5]=[C:4]([C:11]([F:14])([F:12])[F:13])[C:3]=1[C:15]1[CH:25]=[CH:24][C:18]2[O:19][CH2:20][C:21](=[O:23])[NH:22][C:17]=2[CH:16]=1. The yield is 0.670. (9) The reactants are C(=O)(OC(C)(C)C)[O:2][C:3]1[N:7]([C:8]2[CH:13]=[CH:12][CH:11]=[CH:10][N:9]=2)[N:6]=[C:5]([C:14]2[CH:19]=[CH:18][C:17]([C:20]3[CH:28]=[CH:27][C:23]4[O:24][CH2:25][O:26][C:22]=4[CH:21]=3)=[CH:16][CH:15]=2)[CH:4]=1.C(=O)(OC(C)(C)C)OC1N(C2C=CC=CN=2)N=C(C2C=CC(C3C=CC=CC=3)=CC=2)C=1. No catalyst specified. The product is [O:24]1[C:23]2[CH:27]=[CH:28][C:20]([C:17]3[CH:16]=[CH:15][C:14]([C:5]4[CH:4]=[C:3]([OH:2])[N:7]([C:8]5[CH:13]=[CH:12][CH:11]=[CH:10][N:9]=5)[N:6]=4)=[CH:19][CH:18]=3)=[CH:21][C:22]=2[O:26][CH2:25]1. The yield is 0.700.